The task is: Regression. Given two drug SMILES strings and cell line genomic features, predict the synergy score measuring deviation from expected non-interaction effect.. This data is from NCI-60 drug combinations with 297,098 pairs across 59 cell lines. (1) Drug 1: C1=CC(=CC=C1C#N)C(C2=CC=C(C=C2)C#N)N3C=NC=N3. Drug 2: CC=C1C(=O)NC(C(=O)OC2CC(=O)NC(C(=O)NC(CSSCCC=C2)C(=O)N1)C(C)C)C(C)C. Cell line: UACC-257. Synergy scores: CSS=22.7, Synergy_ZIP=1.73, Synergy_Bliss=2.31, Synergy_Loewe=-52.7, Synergy_HSA=-3.05. (2) Drug 1: CCC1=CC2CC(C3=C(CN(C2)C1)C4=CC=CC=C4N3)(C5=C(C=C6C(=C5)C78CCN9C7C(C=CC9)(C(C(C8N6C)(C(=O)OC)O)OC(=O)C)CC)OC)C(=O)OC.C(C(C(=O)O)O)(C(=O)O)O. Drug 2: CC1C(C(=O)NC(C(=O)N2CCCC2C(=O)N(CC(=O)N(C(C(=O)O1)C(C)C)C)C)C(C)C)NC(=O)C3=C4C(=C(C=C3)C)OC5=C(C(=O)C(=C(C5=N4)C(=O)NC6C(OC(=O)C(N(C(=O)CN(C(=O)C7CCCN7C(=O)C(NC6=O)C(C)C)C)C)C(C)C)C)N)C. Cell line: K-562. Synergy scores: CSS=68.1, Synergy_ZIP=3.04, Synergy_Bliss=5.87, Synergy_Loewe=7.59, Synergy_HSA=7.68.